From a dataset of Experimentally validated miRNA-target interactions with 360,000+ pairs, plus equal number of negative samples. Binary Classification. Given a miRNA mature sequence and a target amino acid sequence, predict their likelihood of interaction. The miRNA is hsa-miR-655-3p with sequence AUAAUACAUGGUUAACCUCUUU. The protein sequence of the target gene is MSHESSEKAHKAIENVEDYCQTLTRHGNEELRTNLERVITTFKSNLMHSLLDIHDLYEQTLLSERKSDAEKNMEVRRVIERLEGGPHSYNSRPAATTSTSNYNLSSTTPLISDLRDRGGFSYLNGGGLGNGLGNGLGNGLLSSPYNSSSTHYLHERQRQTSHDGTWRETTTRTVDTPSGLERRVVEHTGVIDDHGRKWELENIVLEKGHTGLGFSITGGMDQPTEDGDTSIYVTNIIEGGAALADGRMRKNDIITAVNNTNCENVKHEVAVNALKSSGNVVSLSLKRRKDEAFLPIGGNF.... Result: 0 (no interaction).